This data is from Forward reaction prediction with 1.9M reactions from USPTO patents (1976-2016). The task is: Predict the product of the given reaction. Given the reactants O=[C:2]([CH3:13])[CH2:3][NH:4][C:5](=[O:12])[C:6]1[CH:11]=[CH:10][CH:9]=[CH:8][CH:7]=1.C([O-])([O-])=O.[Na+].[Na+], predict the reaction product. The product is: [CH3:13][C:2]1[O:12][C:5]([C:6]2[CH:11]=[CH:10][CH:9]=[CH:8][CH:7]=2)=[N:4][CH:3]=1.